From a dataset of Catalyst prediction with 721,799 reactions and 888 catalyst types from USPTO. Predict which catalyst facilitates the given reaction. (1) Reactant: F[C:2]1[CH:11]=[CH:10][CH:9]=[C:8]2[C:3]=1[C:4](=[O:28])[N:5]([C:22]1[CH:27]=[CH:26][CH:25]=[CH:24][CH:23]=1)[C:6]([C@@H:12]([NH:14][C:15](=[O:21])[O:16][C:17]([CH3:20])([CH3:19])[CH3:18])[CH3:13])=[N:7]2.[OH:29][CH2:30][C:31]([N:33]1[CH2:38][CH2:37][O:36][CH2:35][CH2:34]1)=[O:32].C([O-])([O-])=O.[K+].[K+]. Product: [O:36]1[CH2:37][CH2:38][N:33]([C:31](=[O:32])[CH2:30][O:29][C:2]2[CH:11]=[CH:10][CH:9]=[C:8]3[C:3]=2[C:4](=[O:28])[N:5]([C:22]2[CH:27]=[CH:26][CH:25]=[CH:24][CH:23]=2)[C:6]([C@@H:12]([NH:14][C:15](=[O:21])[O:16][C:17]([CH3:20])([CH3:19])[CH3:18])[CH3:13])=[N:7]3)[CH2:34][CH2:35]1. The catalyst class is: 3. (2) Reactant: [NH:1]1[CH2:6][CH2:5][CH:4]([CH2:7][CH2:8][OH:9])[CH2:3][CH2:2]1.[C:10](=O)([O:16]C1C=CC([N+]([O-])=O)=CC=1)[O:11][C:12]1([CH3:15])[CH2:14][CH2:13]1.C(N(CC)CC)C. Product: [OH:9][CH2:8][CH2:7][CH:4]1[CH2:5][CH2:6][N:1]([C:10]([O:11][C:12]2([CH3:15])[CH2:14][CH2:13]2)=[O:16])[CH2:2][CH2:3]1. The catalyst class is: 4.